Predict which catalyst facilitates the given reaction. From a dataset of Catalyst prediction with 721,799 reactions and 888 catalyst types from USPTO. (1) Reactant: C(OC([N:8]1[CH2:13][CH2:12][CH:11]([O:14][C:15](=[O:29])[NH:16][C:17]2[CH:22]=[CH:21][CH:20]=[CH:19][C:18]=2[CH:23]2[CH2:28][CH2:27][CH2:26][CH2:25][CH2:24]2)[CH2:10][CH2:9]1)=O)(C)(C)C. Product: [NH:8]1[CH2:9][CH2:10][CH:11]([O:14][C:15](=[O:29])[NH:16][C:17]2[CH:22]=[CH:21][CH:20]=[CH:19][C:18]=2[CH:23]2[CH2:28][CH2:27][CH2:26][CH2:25][CH2:24]2)[CH2:12][CH2:13]1. The catalyst class is: 89. (2) The catalyst class is: 2. Product: [CH2:8]([C@H:12]1[C@@H:19]([OH:18])[C@@H:15]([OH:16])[CH2:14][S:13]1)[CH2:9][CH:10]=[CH2:11]. Reactant: C([SiH](CC)CC)C.[CH2:8]([C:12]1(O)[C@@H:19]2[C@@H:15]([O:16]C(C)(C)[O:18]2)[CH2:14][S:13]1)[CH2:9][CH:10]=[CH2:11].FC(F)(F)C(O)=O. (3) Reactant: C([O:8][C:9]1[C:14](=[O:15])[N:13]([CH3:16])[C:12]([NH:17][S:18]([CH2:21][C:22]2[CH:27]=[CH:26][C:25]([CH3:28])=[CH:24][CH:23]=2)(=[O:20])=[O:19])=[N:11][C:10]=1[C:29]([NH:31][CH3:32])=[O:30])C1C=CC=CC=1.CO. Product: [CH3:32][NH:31][C:29]([C:10]1[N:11]=[C:12]([NH:17][S:18]([CH2:21][C:22]2[CH:23]=[CH:24][C:25]([CH3:28])=[CH:26][CH:27]=2)(=[O:20])=[O:19])[N:13]([CH3:16])[C:14](=[O:15])[C:9]=1[OH:8])=[O:30]. The catalyst class is: 153. (4) Reactant: [CH2:1]1[C:6]2[NH:7][C:8]3[C:13]([C:5]=2[CH2:4][CH2:3][NH:2]1)=[CH:12][CH:11]=[CH:10][CH:9]=3.[CH2:14]([O:21][C:22](ON1C(=O)CCC1=O)=[O:23])[C:15]1[CH:20]=[CH:19][CH:18]=[CH:17][CH:16]=1.C(N(CC)CC)C.O. Product: [CH2:14]([O:21][C:22]([N:2]1[CH2:3][CH2:4][C:5]2[C:13]3[C:8](=[CH:9][CH:10]=[CH:11][CH:12]=3)[NH:7][C:6]=2[CH2:1]1)=[O:23])[C:15]1[CH:20]=[CH:19][CH:18]=[CH:17][CH:16]=1. The catalyst class is: 3. (5) Reactant: Br[C:2]1[CH:9]=[CH:8][CH:7]=[CH:6][C:3]=1[CH2:4][OH:5].O(C(C)(C)C)[K].Cl[C:17]1[N:22]=[C:21]2[CH2:23][CH2:24][CH2:25][C:20]2=[C:19]([C:26]2[CH:27]=[N:28][CH:29]=[N:30][CH:31]=2)[CH:18]=1.O.[CH3:33][N:34](C=O)C. Product: [N:28]1[CH:27]=[C:26]([C:19]2[CH:18]=[C:17]([O:5][CH2:4][C:3]3[CH:6]=[CH:7][CH:8]=[CH:9][C:2]=3[C:33]#[N:34])[N:22]=[C:21]3[CH2:23][CH2:24][CH2:25][C:20]=23)[CH:31]=[N:30][CH:29]=1. The catalyst class is: 28. (6) Reactant: C([O:8][C:9]1[C:14]([CH2:15][CH:16]=[CH:17][C:18]2[CH:70]=[C:21]3[N:22]=[C:23]([CH3:69])[C:24]([C@H:58]([O:64][C:65]([CH3:68])([CH3:67])[CH3:66])[C:59]([O:61][CH2:62][CH3:63])=[O:60])=[C:25]([N:26]4[CH2:31][CH2:30][C:29]([O:33][CH2:34][CH2:35][CH2:36][CH2:37][C@H:38]([O:40][Si](C(C)(C)C)(C5C=CC=CC=5)C5C=CC=CC=5)[CH3:39])([CH3:32])[CH2:28][CH2:27]4)[N:20]3[N:19]=2)=[C:13]([F:71])[C:12]([F:72])=[CH:11][CH:10]=1)C1C=CC=CC=1.[H][H].CCCC[N+](CCCC)(CCCC)CCCC.[F-]. Product: [C:65]([O:64][C@@H:58]([C:24]1[C:23]([CH3:69])=[N:22][C:21]2[N:20]([N:19]=[C:18]([CH2:17][CH2:16][CH2:15][C:14]3[C:9]([OH:8])=[CH:10][CH:11]=[C:12]([F:72])[C:13]=3[F:71])[CH:70]=2)[C:25]=1[N:26]1[CH2:31][CH2:30][C:29]([O:33][CH2:34][CH2:35][CH2:36][CH2:37][C@H:38]([OH:40])[CH3:39])([CH3:32])[CH2:28][CH2:27]1)[C:59]([O:61][CH2:62][CH3:63])=[O:60])([CH3:66])([CH3:67])[CH3:68]. The catalyst class is: 791. (7) Reactant: [N:1]1([CH2:6][CH2:7][N:8]2[C:16]3[C:11](=[CH:12][C:13]([NH2:17])=[CH:14][CH:15]=3)[CH:10]=[N:9]2)[CH2:5][CH2:4][CH2:3][CH2:2]1.[CH2:18]([O:25][C:26]1[CH:31]=[CH:30][C:29]([CH2:32][C:33](O)=[O:34])=[CH:28][CH:27]=1)[C:19]1[CH:24]=[CH:23][CH:22]=[CH:21][CH:20]=1.Cl.C(N=C=NC(C)(C)CC)C.ON1C2C=CC=CC=2N=N1.CN1CCOCC1. Product: [CH2:18]([O:25][C:26]1[CH:27]=[CH:28][C:29]([CH2:32][C:33]([NH:17][C:13]2[CH:12]=[C:11]3[C:16](=[CH:15][CH:14]=2)[N:8]([CH2:7][CH2:6][N:1]2[CH2:5][CH2:4][CH2:3][CH2:2]2)[N:9]=[CH:10]3)=[O:34])=[CH:30][CH:31]=1)[C:19]1[CH:20]=[CH:21][CH:22]=[CH:23][CH:24]=1. The catalyst class is: 3. (8) Reactant: [CH3:1][N:2]([C:20]1[CH:25]=[CH:24][CH:23]=[CH:22][N:21]=1)[CH2:3][CH2:4][O:5][C:6]1[CH:11]=[CH:10][C:9]([CH2:12][CH:13]2[S:17][C:16](=[O:18])[NH:15][C:14]2=[O:19])=[CH:8][CH:7]=1.[P:26](=[O:30])([OH:29])([OH:28])[OH:27]. Product: [P:26]([OH:30])([OH:29])([OH:28])=[O:27].[CH3:1][N:2]([C:20]1[CH:25]=[CH:24][CH:23]=[CH:22][N:21]=1)[CH2:3][CH2:4][O:5][C:6]1[CH:7]=[CH:8][C:9]([CH2:12][CH:13]2[S:17][C:16](=[O:18])[NH:15][C:14]2=[O:19])=[CH:10][CH:11]=1. The catalyst class is: 95.